This data is from Forward reaction prediction with 1.9M reactions from USPTO patents (1976-2016). The task is: Predict the product of the given reaction. (1) Given the reactants [Cl:1][C:2]1[CH:3]=[CH:4][C:5]([O:41][CH:42]([F:44])[F:43])=[C:6]([C:8]2[C:13]([O:14][CH3:15])=[CH:12][N:11]([CH:16]([CH2:33][C@H:34]3[CH2:39][CH2:38][CH2:37][CH2:36][O:35]3)[C:17]([NH:19][C:20]3[CH:32]=[CH:31][C:23]([C:24]([O:26]C(C)(C)C)=[O:25])=[CH:22][CH:21]=3)=[O:18])[C:10](=[O:40])[CH:9]=2)[CH:7]=1.C(O)(C(F)(F)F)=O, predict the reaction product. The product is: [Cl:1][C:2]1[CH:3]=[CH:4][C:5]([O:41][CH:42]([F:44])[F:43])=[C:6]([C:8]2[C:13]([O:14][CH3:15])=[CH:12][N:11]([CH:16]([CH2:33][C@H:34]3[CH2:39][CH2:38][CH2:37][CH2:36][O:35]3)[C:17]([NH:19][C:20]3[CH:32]=[CH:31][C:23]([C:24]([OH:26])=[O:25])=[CH:22][CH:21]=3)=[O:18])[C:10](=[O:40])[CH:9]=2)[CH:7]=1. (2) Given the reactants [Br:1][C:2]1[CH:7]=[C:6]([CH2:8][C:9]([C:11]2[CH:16]=[CH:15][CH:14]=[C:13]([CH3:17])[N:12]=2)=O)[CH:5]=[CH:4][N:3]=1.[NH2:18][C:19]1[CH:24]=[CH:23][C:22]([Cl:25])=[CH:21][N:20]=1, predict the reaction product. The product is: [Br:1][C:2]1[CH:7]=[C:6]([C:8]2[N:20]3[CH:21]=[C:22]([Cl:25])[CH:23]=[CH:24][C:19]3=[N:18][C:9]=2[C:11]2[CH:16]=[CH:15][CH:14]=[C:13]([CH3:17])[N:12]=2)[CH:5]=[CH:4][N:3]=1.